Dataset: Full USPTO retrosynthesis dataset with 1.9M reactions from patents (1976-2016). Task: Predict the reactants needed to synthesize the given product. (1) Given the product [NH2:18][C:13]1[C:14](=[O:17])[O:15][C:16]2[C:7]([N:1]3[CH2:6][CH2:5][NH:4][CH2:3][CH2:2]3)=[CH:8][CH:9]=[CH:10][C:11]=2[CH:12]=1, predict the reactants needed to synthesize it. The reactants are: [N:1]1([C:7]2[C:16]3[O:15][C:14](=[O:17])[C:13]([NH:18]C(=O)C)=[CH:12][C:11]=3[CH:10]=[CH:9][CH:8]=2)[CH2:6][CH2:5][NH:4][CH2:3][CH2:2]1.Cl. (2) The reactants are: [Cl:1][CH2:2][C:3](Cl)=[O:4].[I:6][C:7]1[CH:12]=[CH:11][C:10]([NH2:13])=[CH:9][CH:8]=1.C(N(CC)CC)C. Given the product [Cl:1][CH2:2][C:3]([NH:13][C:10]1[CH:11]=[CH:12][C:7]([I:6])=[CH:8][CH:9]=1)=[O:4], predict the reactants needed to synthesize it. (3) Given the product [CH2:1]([N:8]1[CH2:12][C@@H:11]([C:13]2[CH:14]=[CH:15][C:16]([Cl:19])=[CH:17][CH:18]=2)[C@H:10]([NH:20][CH3:21])[CH2:9]1)[C:2]1[CH:3]=[CH:4][CH:5]=[CH:6][CH:7]=1, predict the reactants needed to synthesize it. The reactants are: [CH2:1]([N:8]1[CH2:12][CH:11]([C:13]2[CH:18]=[CH:17][C:16]([Cl:19])=[CH:15][CH:14]=2)[CH:10]([NH2:20])[CH2:9]1)[C:2]1[CH:7]=[CH:6][CH:5]=[CH:4][CH:3]=1.[C:21]([O-])([O-])=O.[K+].[K+].ClC(OCC)=O.B. (4) Given the product [CH:42]([O-:43])=[O:55].[C:25]([C:24]1[CH:23]=[CH:22][C:21]([N:20]2[C:16]([C:14]3[C:13]([CH3:29])=[C:12]([C:30]4[CH:35]=[CH:34][CH:33]=[C:32]([C:36]([F:37])([F:39])[F:38])[CH:31]=4)[C:11]4[N:10]([N:9]=[C:8]([NH:7][CH2:6][CH2:5][CH2:4][CH2:3][N+:2]([CH3:53])([CH3:1])[CH3:41])[N:40]=4)[CH:15]=3)=[CH:17][CH:18]=[N:19]2)=[CH:28][CH:27]=1)#[N:26], predict the reactants needed to synthesize it. The reactants are: [CH3:1][N:2]([CH3:41])[CH2:3][CH2:4][CH2:5][CH2:6][NH:7][C:8]1[N:40]=[C:11]2[C:12]([C:30]3[CH:35]=[CH:34][CH:33]=[C:32]([C:36]([F:39])([F:38])[F:37])[CH:31]=3)=[C:13]([CH3:29])[C:14]([C:16]3[N:20]([C:21]4[CH:28]=[CH:27][C:24]([C:25]#[N:26])=[CH:23][CH:22]=4)[N:19]=[CH:18][CH:17]=3)=[CH:15][N:10]2[N:9]=1.[CH3:42][O:43]S(C1C=CC=CC=1)(=O)=O.[CH3:53]C(C)=[O:55].